This data is from Reaction yield outcomes from USPTO patents with 853,638 reactions. The task is: Predict the reaction yield, written as a fraction of the theoretical maximum amount of product (1.0 means a 100% yield; for example, 0.34 means a 34% yield). (1) The reactants are [CH3:1][C:2]1[CH:36]=[CH:35][C:5]([CH2:6][N:7]2[C:12](=[N:13][C:14]3[CH:19]=[CH:18][C:17]([O:20][CH:21]([CH3:23])[CH3:22])=[C:16]([CH2:24][CH3:25])[CH:15]=3)[NH:11][C:10](=[O:26])[N:9]([CH2:27][C@@H:28]([C:30]([O:32]C)=[O:31])[CH3:29])[C:8]2=[O:34])=[CH:4][CH:3]=1.CO.[OH-].[Li+].C(O)(=O)CC(CC(O)=O)(C(O)=O)O. The catalyst is C1COCC1. The product is [CH3:1][C:2]1[CH:3]=[CH:4][C:5]([CH2:6][N:7]2[C:12](=[N:13][C:14]3[CH:19]=[CH:18][C:17]([O:20][CH:21]([CH3:22])[CH3:23])=[C:16]([CH2:24][CH3:25])[CH:15]=3)[NH:11][C:10](=[O:26])[N:9]([CH2:27][C@@H:28]([C:30]([OH:32])=[O:31])[CH3:29])[C:8]2=[O:34])=[CH:35][CH:36]=1. The yield is 0.790. (2) The reactants are [CH3:1][C:2]1[S:3][C:4]2[CH:10]=[CH:9][C:8]([OH:11])=[CH:7][C:5]=2[N:6]=1.C([Mg]Cl)(C)C.[NH:17]1[C:27]2[C:22](=[CH:23][CH:24]=[CH:25][CH:26]=2)[C:20](=[O:21])[C:18]1=[O:19]. The catalyst is O1CCCC1.[Cl-].[NH4+].C(OCC)(=O)C. The product is [OH:21][C:20]1([C:9]2[C:8]([OH:11])=[CH:7][C:5]3[N:6]=[C:2]([CH3:1])[S:3][C:4]=3[CH:10]=2)[C:22]2[C:27](=[CH:26][CH:25]=[CH:24][CH:23]=2)[NH:17][C:18]1=[O:19]. The yield is 0.620.